Dataset: Catalyst prediction with 721,799 reactions and 888 catalyst types from USPTO. Task: Predict which catalyst facilitates the given reaction. (1) Product: [CH3:22][O:23][C:24]1[C:39]([O:40][CH3:41])=[C:38]([O:42][CH3:43])[CH:37]=[C:36]([CH3:44])[C:25]=1[C:26]([C:28]1[C:29]([O:13][CH3:12])=[CH:30][N:31]=[CH:32][C:33]=1[Cl:34])=[O:27]. The catalyst class is: 6. Reactant: CN(C)P(=O)(N(C)C)N(C)C.[CH3:12][O-:13].[Na+].C1(C)C=CC=CC=1.[CH3:22][O:23][C:24]1[C:39]([O:40][CH3:41])=[C:38]([O:42][CH3:43])[CH:37]=[C:36]([CH3:44])[C:25]=1[C:26]([C:28]1[C:33]([Cl:34])=[CH:32][N:31]=[CH:30][C:29]=1Cl)=[O:27]. (2) Reactant: [Cl:1][C:2]1[C:3]([CH:13]=O)=[N:4][CH:5]=[C:6]([N:8]([CH3:12])[CH:9]([CH3:11])[CH3:10])[N:7]=1.[CH2:15]([NH:22][CH2:23][C@@H:24]([OH:28])[CH2:25][O:26][CH3:27])[C:16]1[CH:21]=[CH:20][CH:19]=[CH:18][CH:17]=1.C(O[BH-](OC(=O)C)OC(=O)C)(=O)C.[Na+].C(=O)([O-])O.[Na+]. Product: [CH2:15]([N:22]([CH2:13][C:3]1[C:2]([Cl:1])=[N:7][C:6]([N:8]([CH3:12])[CH:9]([CH3:10])[CH3:11])=[CH:5][N:4]=1)[CH2:23][C@@H:24]([OH:28])[CH2:25][O:26][CH3:27])[C:16]1[CH:21]=[CH:20][CH:19]=[CH:18][CH:17]=1. The catalyst class is: 477.